This data is from Reaction yield outcomes from USPTO patents with 853,638 reactions. The task is: Predict the reaction yield, written as a fraction of the theoretical maximum amount of product (1.0 means a 100% yield; for example, 0.34 means a 34% yield). (1) The reactants are [CH:1]1[CH:6]=[CH:5][C:4]([S:7][C:8]([C:10]2[C:33](=[O:34])[O:32][C:13]3[CH:14]=[C:15]([OH:31])[CH:16]=[C:17]([CH2:18][O:19][CH2:20][CH2:21][O:22][CH2:23][CH2:24][O:25][CH2:26][CH2:27][N:28]=[N+:29]=[N-:30])[C:12]=3[CH:11]=2)=[O:9])=[CH:3][CH:2]=1.[CH:35]1[C:40]([C:41](O)=[O:42])=[CH:39][C:38]([C:44]2[C:54]3[CH:55]=[CH:56][C:57]([OH:59])=[CH:58][C:53]=3[O:52][C:51]3[C:45]=2[CH:46]=[CH:47][C:48]([CH:50]=3)=[O:49])=[C:37]([C:60]([OH:62])=[O:61])[CH:36]=1.[C:63]([NH2:67])(=O)[C:64]#[CH:65].O=C1O[C@H]([C@H](CO)O)C([O-])=C1O.[Na+]. The catalyst is CN(C=O)C.O.[O-]S([O-])(=O)=O.[Cu+2]. The product is [CH:1]1[CH:6]=[CH:5][C:4]([S:7][C:8]([C:10]2[C:33](=[O:34])[O:32][C:13]3[CH:14]=[C:15]([OH:31])[CH:16]=[C:17]([CH2:18][O:19][CH2:20][CH2:21][O:22][CH2:23][CH2:24][O:25][CH2:26][CH2:27][N:28]4[N:29]=[N:30][C:64]([CH2:63][NH:67][C:41]([C:40]5[CH:35]=[CH:36][C:37]([C:60]([OH:62])=[O:61])=[C:38]([C:44]6[C:54]7[CH:55]=[CH:56][C:57]([OH:59])=[CH:58][C:53]=7[O:52][C:51]7[C:45]=6[CH:46]=[CH:47][C:48]([CH:50]=7)=[O:49])[CH:39]=5)=[O:42])=[CH:65]4)[C:12]=3[CH:11]=2)=[O:9])=[CH:3][CH:2]=1. The yield is 0.160. (2) The reactants are [CH3:1][O:2][C:3](=[O:22])[C:4]1[CH:9]=[C:8]([N+:10]([O-])=O)[C:7]([NH2:13])=[C:6]([Cl:14])[C:5]=1[NH:15][C:16]1[CH:21]=[CH:20][CH:19]=[CH:18][CH:17]=1.CCO.CO.[NH4+].[Cl-].C1COCC1. The catalyst is C(Cl)Cl.C1COCC1.O.[Zn]. The product is [CH3:1][O:2][C:3](=[O:22])[C:4]1[CH:9]=[C:8]([NH2:10])[C:7]([NH2:13])=[C:6]([Cl:14])[C:5]=1[NH:15][C:16]1[CH:17]=[CH:18][CH:19]=[CH:20][CH:21]=1. The yield is 0.700. (3) The catalyst is CN(C)C=O. The product is [N+:10]([C:6]1[CH:7]=[CH:8][CH:9]=[C:4]2[C:5]=1[CH:13]=[CH:1][O:2][C:3]2=[O:14])([O-:12])=[O:11]. The reactants are [CH3:1][O:2][C:3](=[O:14])[C:4]1[CH:9]=[CH:8][CH:7]=[C:6]([N+:10]([O-:12])=[O:11])[C:5]=1[CH3:13].COC(OC)N(C)C. The yield is 0.544. (4) The reactants are [CH2:1]([O:3][C:4](=[O:29])[CH2:5][CH2:6][CH2:7][O:8][C:9]1[CH:14]=[CH:13][CH:12]=[C:11]([CH2:15][CH2:16][CH2:17][CH2:18][CH2:19][CH2:20]Br)[C:10]=1[CH2:22][CH2:23][C:24]([O:26][CH2:27][CH3:28])=[O:25])[CH3:2].[C:30]([O:34][C:35](=[O:44])[C:36]1[CH:41]=[C:40]([OH:42])[CH:39]=[C:38]([Br:43])[CH:37]=1)([CH3:33])([CH3:32])[CH3:31].C(=O)([O-])[O-].[K+].[K+]. The catalyst is CN(C)C=O.CC(C)=O.O.Cl. The product is [C:30]([O:34][C:35](=[O:44])[C:36]1[CH:41]=[C:40]([O:42][CH2:20][CH2:19][CH2:18][CH2:17][CH2:16][CH2:15][C:11]2[CH:12]=[CH:13][CH:14]=[C:9]([O:8][CH2:7][CH2:6][CH2:5][C:4]([O:3][CH2:1][CH3:2])=[O:29])[C:10]=2[CH2:22][CH2:23][C:24]([O:26][CH2:27][CH3:28])=[O:25])[CH:39]=[C:38]([Br:43])[CH:37]=1)([CH3:33])([CH3:31])[CH3:32]. The yield is 0.990. (5) The reactants are [CH3:1][Si]([N-][Si](C)(C)C)(C)C.[Li+].C[C:12](P(OC)(O)=O)([C:14]([O-:16])=[O:15])[CH3:13].[F:22][C:23]([F:35])([F:34])[C:24]1[CH:29]=[CH:28][C:27](C(=O)CC)=[CH:26][CH:25]=1.[CH2:36]1COC[CH2:37]1. The catalyst is [NH4+].[Cl-]. The product is [CH3:1][O:16][C:14](=[O:15])[CH:12]=[C:13]([C:27]1[CH:26]=[CH:25][C:24]([C:23]([F:22])([F:34])[F:35])=[CH:29][CH:28]=1)[CH2:36][CH3:37]. The yield is 0.850. (6) The reactants are [CH:1]1[N:5]=[CH:4][N:3]([CH2:6][C:7]([P:13]([OH:16])([OH:15])=[O:14])([P:9]([OH:12])([OH:11])=[O:10])[OH:8])[CH:2]=1.[OH-:17].[Na+:18]. The catalyst is O. The product is [CH:1]1[N:5]=[CH:4][N:3]([CH2:6][C:7]([P:9]([O-:12])([OH:11])=[O:10])([P:13]([O-:15])([OH:16])=[O:14])[OH:8])[CH:2]=1.[OH2:17].[OH2:8].[OH2:8].[OH2:8].[Na+:18].[Na+:18]. The yield is 0.220. (7) The reactants are [NH2:1][C:2]1[CH:28]=[N:27][C:5]2[O:6][C@@H:7]([CH2:22][NH:23][C:24](=[O:26])[CH3:25])[CH2:8][N:9]([S:10]([C:13]3[CH:18]=[CH:17][CH:16]=[C:15]([CH:19]4[CH2:21][CH2:20]4)[CH:14]=3)(=[O:12])=[O:11])[C:4]=2[CH:3]=1.C(N(CC)C(C)C)(C)C.[Cl:38][C:39]1[CH:47]=[CH:46][CH:45]=[C:44]([Cl:48])[C:40]=1[C:41](Cl)=[O:42]. The catalyst is O1CCCC1.ClCCl. The product is [C:24]([NH:23][CH2:22][C@@H:7]1[O:6][C:5]2[N:27]=[CH:28][C:2]([NH:1][C:41](=[O:42])[C:40]3[C:39]([Cl:38])=[CH:47][CH:46]=[CH:45][C:44]=3[Cl:48])=[CH:3][C:4]=2[N:9]([S:10]([C:13]2[CH:18]=[CH:17][CH:16]=[C:15]([CH:19]3[CH2:21][CH2:20]3)[CH:14]=2)(=[O:12])=[O:11])[CH2:8]1)(=[O:26])[CH3:25]. The yield is 0.400. (8) The reactants are [O:1]1[CH:5]=[CH:4][CH:3]=[C:2]1[C:6]1[C:7]2[NH:15][N:14]=[N:13][C:8]=2[N:9]=[C:10]([NH2:12])[N:11]=1.[H-].[Na+].C[Si](C)(C)CCOC[O:24][C:25]1[CH:32]=[CH:31][C:28]([CH2:29]Br)=[CH:27][CH:26]=1. The catalyst is CN(C=O)C. The product is [OH:24][C:25]1[CH:32]=[CH:31][C:28]([CH2:29][N:13]2[C:8]3[N:9]=[C:10]([NH2:12])[N:11]=[C:6]([C:2]4[O:1][CH:5]=[CH:4][CH:3]=4)[C:7]=3[N:15]=[N:14]2)=[CH:27][CH:26]=1. The yield is 0.0700. (9) The reactants are [C:1]1([S:11]([OH:14])(=[O:13])=[O:12])[C:10]2[C:5](=[CH:6][CH:7]=[CH:8][CH:9]=2)[CH:4]=[CH:3][CH:2]=1.[CH2:15]=[O:16].[CH2:17]1[CH2:27][CH2:26][N:25]2[C:20](=[N:21][CH2:22][CH2:23][CH2:24]2)[CH2:19][CH2:18]1. The catalyst is O. The product is [CH2:17]1[CH2:27][CH2:26][N:25]2[C:20](=[N:21][CH2:22][CH2:23][CH2:24]2)[CH2:19][CH2:18]1.[C:1]1([S:11]([OH:14])(=[O:12])=[O:13])[C:10]2[C:5](=[CH:6][CH:7]=[CH:8][CH:9]=2)[CH:4]=[CH:3][CH:2]=1.[CH2:15]=[O:16]. The yield is 0.400. (10) The reactants are COC1C=CC(C[N:8](CC2C=CC(OC)=CC=2)[C:9]2[N:13](CC3C=CC(OC)=CC=3)[N:12]=[C:11]([NH:23][C:24]3[CH:31]=[CH:30][C:27]([C:28]#[N:29])=[CH:26][CH:25]=3)[N:10]=2)=CC=1.C(O)(C(F)(F)F)=O. No catalyst specified. The product is [NH2:8][C:9]1[NH:13][N:12]=[C:11]([NH:23][C:24]2[CH:25]=[CH:26][C:27]([C:28]#[N:29])=[CH:30][CH:31]=2)[N:10]=1. The yield is 0.470.